Dataset: Full USPTO retrosynthesis dataset with 1.9M reactions from patents (1976-2016). Task: Predict the reactants needed to synthesize the given product. (1) The reactants are: [F:1][C:2]1[C:11]2[NH:10][C:9](=O)[C:8]3[S:13][CH:14]=[CH:15][C:7]=3[C:6]=2[C:5]([C:16]2[CH:30]=[CH:29][C:19]([CH2:20][NH:21]C(=O)OC(C)(C)C)=[CH:18][CH:17]=2)=[C:4]([O:31]C)[CH:3]=1.BrB(Br)Br. Given the product [NH2:21][CH2:20][C:19]1[CH:29]=[CH:30][C:16]([C:5]2[C:6]3[C:7]4[CH:15]=[CH:14][S:13][C:8]=4[CH:9]=[N:10][C:11]=3[C:2]([F:1])=[CH:3][C:4]=2[OH:31])=[CH:17][CH:18]=1, predict the reactants needed to synthesize it. (2) Given the product [CH:12]([C:13]1([CH3:24])[CH2:18][CH2:17][N:16]([C:19]([O:21][CH2:22][CH3:23])=[O:20])[CH2:15][CH2:14]1)=[O:11], predict the reactants needed to synthesize it. The reactants are: C(Cl)(=O)C(Cl)=O.CS(C)=O.[OH:11][CH2:12][C:13]1([CH3:24])[CH2:18][CH2:17][N:16]([C:19]([O:21][CH2:22][CH3:23])=[O:20])[CH2:15][CH2:14]1.CCN(CC)CC.C([O-])(O)=O.[Na+]. (3) Given the product [C:1]([NH:4][C:5]1[CH:28]=[CH:27][C:8]([C:9]([NH:11][C:12]2[CH:17]=[CH:16][C:15]([F:18])=[CH:14][C:13]=2[NH2:19])=[O:10])=[CH:7][CH:6]=1)(=[O:3])[CH3:2], predict the reactants needed to synthesize it. The reactants are: [C:1]([NH:4][C:5]1[CH:28]=[CH:27][C:8]([C:9]([NH:11][C:12]2[CH:17]=[CH:16][C:15]([F:18])=[CH:14][C:13]=2[NH:19]C(=O)OC(C)(C)C)=[O:10])=[CH:7][CH:6]=1)(=[O:3])[CH3:2].FC(F)(F)C(O)=O. (4) Given the product [CH3:9][O:10][CH2:11][C:12]1[S:16][C:15]2=[N:17][C:3]([C:5]([F:8])([F:7])[F:6])=[CH:2][N:14]2[N:13]=1, predict the reactants needed to synthesize it. The reactants are: Br[CH2:2][C:3]([C:5]([F:8])([F:7])[F:6])=O.[CH3:9][O:10][CH2:11][C:12]1[S:16][C:15]([NH2:17])=[N:14][N:13]=1.O. (5) Given the product [C:14]1([CH2:13][O:12][C:5]2[CH:4]=[CH:3][C:2]([C:34]([F:37])([F:36])[F:35])=[CH:7][C:6]=2[CH2:8][C:9](=[S:11])[NH2:10])[CH:19]=[CH:18][CH:17]=[CH:16][CH:15]=1, predict the reactants needed to synthesize it. The reactants are: Cl[C:2]1[CH:3]=[CH:4][C:5]([O:12][CH2:13][C:14]2[CH:19]=[CH:18][CH:17]=[CH:16][CH:15]=2)=[C:6]([CH2:8][C:9](=[S:11])[NH2:10])[CH:7]=1.C1(COC2C=CC([C:34]([F:37])([F:36])[F:35])=CC=2CC(N)=O)C=CC=CC=1. (6) Given the product [C:46]([OH:53])(=[O:52])/[CH:47]=[CH:48]/[C:49]([OH:51])=[O:50].[CH2:44]([N:7]([CH2:5][CH3:6])[CH2:8][CH2:9][CH2:10][NH:11][C:12]1[N:13]=[C:14]([C:31]2[CH:32]=[C:33]([CH:40]=[CH:41][C:42]=2[CH3:43])[C:34]([NH:36][CH2:37][CH2:38][CH3:39])=[O:35])[C:15]2[CH2:20][NH:19][C:18](=[O:21])[N:17]([C:22]3[C:23]([F:29])=[CH:24][CH:25]=[CH:26][C:27]=3[F:28])[C:16]=2[N:30]=1)[CH3:45], predict the reactants needed to synthesize it. The reactants are: CC(C)=O.[CH2:5]([N:7]([CH2:44][CH3:45])[CH2:8][CH2:9][CH2:10][NH:11][C:12]1[N:13]=[C:14]([C:31]2[CH:32]=[C:33]([CH:40]=[CH:41][C:42]=2[CH3:43])[C:34]([NH:36][CH2:37][CH2:38][CH3:39])=[O:35])[C:15]2[CH2:20][NH:19][C:18](=[O:21])[N:17]([C:22]3[C:27]([F:28])=[CH:26][CH:25]=[CH:24][C:23]=3[F:29])[C:16]=2[N:30]=1)[CH3:6].[C:46]([OH:53])(=[O:52])/[CH:47]=[CH:48]/[C:49]([OH:51])=[O:50].